From a dataset of Full USPTO retrosynthesis dataset with 1.9M reactions from patents (1976-2016). Predict the reactants needed to synthesize the given product. (1) Given the product [CH2:22]([NH:29][CH:18]1[CH2:19][CH2:20][CH:15]([CH2:14][N:1]2[C:12]3=[C:13]4[C:8](=[CH:9][CH:10]=[CH:11]3)[CH:7]=[N:6][CH:5]=[C:4]4[CH2:3][CH2:2]2)[CH2:16][CH2:17]1)[C:23]1[CH:28]=[CH:27][CH:26]=[CH:25][CH:24]=1, predict the reactants needed to synthesize it. The reactants are: [N:1]1([CH2:14][CH:15]2[CH2:20][CH2:19][CH2:18][CH2:17][C:16]2=O)[C:12]2=[C:13]3[C:8](=[CH:9][CH:10]=[CH:11]2)[CH:7]=[N:6][CH:5]=[C:4]3[CH2:3][CH2:2]1.[CH2:22]([NH2:29])[C:23]1[CH:28]=[CH:27][CH:26]=[CH:25][CH:24]=1. (2) Given the product [F:20][C:16]1[CH:17]=[CH:18][CH:19]=[C:2]([F:1])[C:3]=1[CH2:4][N:5]1[C:13](=[O:14])[N:12]([C:21]([O:23][C:24]([CH3:27])([CH3:26])[CH3:25])=[O:22])[C:11]2[C:6]1=[N:7][C:8]([NH2:15])=[N:9][CH:10]=2, predict the reactants needed to synthesize it. The reactants are: [F:1][C:2]1[CH:19]=[CH:18][CH:17]=[C:16]([F:20])[C:3]=1[CH2:4][N:5]1[C:13](=[O:14])[NH:12][C:11]2[C:6]1=[N:7][C:8]([NH2:15])=[N:9][CH:10]=2.[C:21](O[C:21]([O:23][C:24]([CH3:27])([CH3:26])[CH3:25])=[O:22])([O:23][C:24]([CH3:27])([CH3:26])[CH3:25])=[O:22]. (3) Given the product [OH:11][CH2:10][N:7]1[CH2:8][CH:4]([CH2:1][CH2:2][CH3:3])[CH2:5][C:6]1=[O:9], predict the reactants needed to synthesize it. The reactants are: [CH2:1]([CH:4]1[CH2:8][NH:7][C:6](=[O:9])[CH2:5]1)[CH2:2][CH3:3].[CH2:10]=[O:11].[K].